The task is: Predict the reactants needed to synthesize the given product.. This data is from Full USPTO retrosynthesis dataset with 1.9M reactions from patents (1976-2016). (1) Given the product [Cl:1][C:2]1[CH:32]=[C:31]([Cl:33])[CH:30]=[CH:29][C:3]=1[C:4]([C:6]1[CH:11]=[CH:10][CH:9]=[CH:8][C:7]=1[NH:12][S:13]([C:16]1[CH:28]=[CH:27][C:19]([C:20]([NH:22][CH2:23][C:24](=[O:25])[NH:49][C@H:46]2[CH2:47][CH2:48][C@H:43]([CH2:42][CH2:41][N:36]3[CH2:40][CH2:39][CH2:38][CH2:37]3)[CH2:44][CH2:45]2)=[O:21])=[CH:18][CH:17]=1)(=[O:15])=[O:14])=[O:5], predict the reactants needed to synthesize it. The reactants are: [Cl:1][C:2]1[CH:32]=[C:31]([Cl:33])[CH:30]=[CH:29][C:3]=1[C:4]([C:6]1[CH:11]=[CH:10][CH:9]=[CH:8][C:7]=1[NH:12][S:13]([C:16]1[CH:28]=[CH:27][C:19]([C:20]([NH:22][CH2:23][C:24](O)=[O:25])=[O:21])=[CH:18][CH:17]=1)(=[O:15])=[O:14])=[O:5].Cl.Cl.[N:36]1([CH2:41][CH2:42][C@H:43]2[CH2:48][CH2:47][C@H:46]([NH2:49])[CH2:45][CH2:44]2)[CH2:40][CH2:39][CH2:38][CH2:37]1. (2) Given the product [Br:31][C:32]1[CH:33]=[C:27]([CH:35]=[CH:36][CH:37]=1)[CH2:26][NH:25][C:23]([O:1][C@H:2]1[CH2:6][N:5]([C:7]([O:9][C:10]([CH3:11])([CH3:12])[CH3:13])=[O:8])[C@H:4]([C:14]([O:16][CH3:17])=[O:15])[CH2:3]1)=[O:24], predict the reactants needed to synthesize it. The reactants are: [OH:1][C@H:2]1[CH2:6][N:5]([C:7]([O:9][C:10]([CH3:13])([CH3:12])[CH3:11])=[O:8])[C@H:4]([C:14]([O:16][CH3:17])=[O:15])[CH2:3]1.C1N=CN([C:23]([N:25]2C=N[CH:27]=[CH:26]2)=[O:24])C=1.Cl.[Br:31][C:32]1[CH:33]=C(CN)[CH:35]=[CH:36][CH:37]=1. (3) Given the product [CH:6]([C:5]1[CH:8]=[C:9]([C:22]2[CH:27]=[CH:26][CH:25]=[CH:24][C:23]=2[CH2:28][CH2:29][NH:30][S:31]([C:34]2[CH:35]=[CH:36][CH:37]=[CH:38][CH:39]=2)(=[O:32])=[O:33])[CH:10]=[CH:11][C:4]=1[N+:1]([O-:3])=[O:2])=[O:7], predict the reactants needed to synthesize it. The reactants are: [N+:1]([C:4]1[CH:11]=[CH:10][C:9](B2OC(C)(C)C(C)(C)O2)=[CH:8][C:5]=1[CH:6]=[O:7])([O-:3])=[O:2].Br[C:22]1[CH:27]=[CH:26][CH:25]=[CH:24][C:23]=1[CH2:28][CH2:29][NH:30][S:31]([C:34]1[CH:39]=[CH:38][CH:37]=[CH:36][CH:35]=1)(=[O:33])=[O:32]. (4) Given the product [Br:18][C:11]1[CH:12]=[C:13]([C:14]([O:16][CH3:17])=[O:15])[C:8]2[NH:5][C:20]3=[N:21][C:22]([N:25]4[CH2:30][CH2:29][O:28][CH2:27][CH2:26]4)=[CH:23][CH:24]=[C:19]3[C:9]=2[N:10]=1, predict the reactants needed to synthesize it. The reactants are: ClCCCl.[N:5]([C:8]1[C:9]([C:19]2[CH:20]=[N:21][C:22]([N:25]3[CH2:30][CH2:29][O:28][CH2:27][CH2:26]3)=[CH:23][CH:24]=2)=[N:10][C:11]([Br:18])=[CH:12][C:13]=1[C:14]([O:16][CH3:17])=[O:15])=[N+]=[N-].